This data is from Human liver microsome stability data. The task is: Regression/Classification. Given a drug SMILES string, predict its absorption, distribution, metabolism, or excretion properties. Task type varies by dataset: regression for continuous measurements (e.g., permeability, clearance, half-life) or binary classification for categorical outcomes (e.g., BBB penetration, CYP inhibition). Dataset: hlm. (1) The molecule is CS(=O)(=O)c1cnc(O[C@H]2CC[C@H](OC3CCN(CC4(C(F)(F)F)CC4)CC3)CC2)cn1. The result is 1 (stable in human liver microsomes). (2) The result is 0 (unstable in human liver microsomes). The drug is O=C1NN=C(c2ccc(OC3CCN(C4CCC4)CC3)cc2)[C@H]2C[C@@H]12. (3) The compound is COc1ccc(-c2cc(-c3cccc(C(N)=O)c3)cnc2N)cn1. The result is 0 (unstable in human liver microsomes). (4) The drug is Clc1ccc(C2=Nn3c(nnc3-c3[nH]nc4c3CCC4)SC2)cc1Cl. The result is 1 (stable in human liver microsomes). (5) The drug is CCc1nc(C)n(CC)c1Oc1cc(Cl)cc(C#N)c1. The result is 1 (stable in human liver microsomes). (6) The drug is CC(C)[C@@]1(C)C(O)=C(C2=CS(=O)(=O)c3c(CN(C)S(C)(=O)=O)cccc32)C(=O)N1CCC(C)(C)C. The result is 0 (unstable in human liver microsomes). (7) The result is 0 (unstable in human liver microsomes). The drug is CCN(CC)CCOc1ccc(CCC(Cc2cc3ccc(C)cc3oc2=O)C(=O)NO)cc1. (8) The compound is O=S(=O)(Nc1cccc(CO)c1)c1ccc(-c2ccc(F)cc2)cc1Cl. The result is 1 (stable in human liver microsomes).